From a dataset of Full USPTO retrosynthesis dataset with 1.9M reactions from patents (1976-2016). Predict the reactants needed to synthesize the given product. (1) Given the product [NH3:5].[O:18]1[CH2:23][CH2:22][CH2:21][CH2:20][CH:19]1[N:24]1[C:28]([C:2]2[C:3]3[CH2:11][CH2:10][NH:9][CH2:8][C:4]=3[N:5]=[CH:6][N:7]=2)=[CH:27][CH:26]=[N:25]1, predict the reactants needed to synthesize it. The reactants are: Cl[C:2]1[C:3]2[CH2:11][CH2:10][N:9](C(=O)C(F)(F)F)[CH2:8][C:4]=2[N:5]=[CH:6][N:7]=1.[O:18]1[CH2:23][CH2:22][CH2:21][CH2:20][CH:19]1[N:24]1[C:28](B2OC(C)(C)C(C)(C)O2)=[CH:27][CH:26]=[N:25]1.O1CCOCC1.C([O-])([O-])=O.[Na+].[Na+]. (2) Given the product [C:11]1([C:10]2[C:3]3[C:4](=[N:5][CH:6]=[CH:7][C:2]=3[N:29]3[CH2:30][CH2:31][CH:26]([CH2:25][O:24][CH2:23][CH2:22][N:17]4[CH2:21][CH2:20][CH2:19][CH2:18]4)[CH2:27][CH2:28]3)[S:8][CH:9]=2)[CH:16]=[CH:15][CH:14]=[CH:13][CH:12]=1, predict the reactants needed to synthesize it. The reactants are: Cl[C:2]1[CH:7]=[CH:6][N:5]=[C:4]2[S:8][CH:9]=[C:10]([C:11]3[CH:16]=[CH:15][CH:14]=[CH:13][CH:12]=3)[C:3]=12.[N:17]1([CH2:22][CH2:23][O:24][CH2:25][CH:26]2[CH2:31][CH2:30][NH:29][CH2:28][CH2:27]2)[CH2:21][CH2:20][CH2:19][CH2:18]1. (3) Given the product [Cl:13][C:14]1[CH:38]=[C:37]([CH:39]2[CH2:40][CH2:41][CH2:42][CH2:43]2)[CH:36]=[CH:35][C:15]=1[O:16][CH2:17][CH2:18][CH2:19][O:20][C:21]1[CH:30]=[C:29]2[C:24]([CH2:25][CH2:26][C@:27]([CH3:34])([C:31]([OH:33])=[O:32])[O:28]2)=[CH:23][CH:22]=1, predict the reactants needed to synthesize it. The reactants are: C1(C2C=CC(O)=CC=2)CCCC1.[Cl:13][C:14]1[CH:38]=[C:37]([CH:39]2C[CH2:43][CH2:42][CH2:41][CH2:40]2)[CH:36]=[CH:35][C:15]=1[O:16][CH2:17][CH2:18][CH2:19][O:20][C:21]1[CH:30]=[C:29]2[C:24]([CH2:25][CH2:26][C@:27]([CH3:34])([C:31]([OH:33])=[O:32])[O:28]2)=[CH:23][CH:22]=1. (4) Given the product [CH2:17]([O:1][C:2]1[CH:9]=[CH:8][C:5]([CH:6]=[O:7])=[CH:4][CH:3]=1)[CH2:18][CH2:19][CH2:20][CH2:21][CH2:22][CH2:23][CH3:24], predict the reactants needed to synthesize it. The reactants are: [OH:1][C:2]1[CH:9]=[CH:8][C:5]([CH:6]=[O:7])=[CH:4][CH:3]=1.C(=O)([O-])[O-].[K+].[K+].I[CH2:17][CH2:18][CH2:19][CH2:20][CH2:21][CH2:22][CH2:23][CH3:24]. (5) Given the product [Br:18][C:19]1[N:24]=[CH:23][C:22]([N:16]2[CH:15]=[C:12]3[C:11]([CH2:10][CH2:9][N:8]([CH2:7][C:1]4[CH:6]=[CH:5][CH:4]=[CH:3][CH:2]=4)[CH2:14][CH2:13]3)=[N:17]2)=[CH:21][CH:20]=1, predict the reactants needed to synthesize it. The reactants are: [C:1]1([CH2:7][N:8]2[CH2:14][CH2:13][C:12]3=[CH:15][NH:16][N:17]=[C:11]3[CH2:10][CH2:9]2)[CH:6]=[CH:5][CH:4]=[CH:3][CH:2]=1.[Br:18][C:19]1[N:24]=[CH:23][C:22](B(O)O)=[CH:21][CH:20]=1.N1C=CC=CC=1.